From a dataset of M1 muscarinic receptor antagonist screen with 61,756 compounds. Binary Classification. Given a drug SMILES string, predict its activity (active/inactive) in a high-throughput screening assay against a specified biological target. (1) The drug is S(c1n(N)c(nn1)C1CC1)Cc1c2c(oc(=O)c1)cc(cc2)C. The result is 0 (inactive). (2) The compound is s1c2CCCCc2cc1C(O)=O. The result is 0 (inactive). (3) The compound is S(=O)(=O)(N1CCN(CC1)C)c1cc(ccc1)C(=O)Nc1scc(n1)c1ccc(cc1)C. The result is 0 (inactive).